From a dataset of NCI-60 drug combinations with 297,098 pairs across 59 cell lines. Regression. Given two drug SMILES strings and cell line genomic features, predict the synergy score measuring deviation from expected non-interaction effect. (1) Drug 2: CC1=CC2C(CCC3(C2CCC3(C(=O)C)OC(=O)C)C)C4(C1=CC(=O)CC4)C. Synergy scores: CSS=15.7, Synergy_ZIP=-11.2, Synergy_Bliss=-23.5, Synergy_Loewe=-27.0, Synergy_HSA=-21.9. Cell line: RPMI-8226. Drug 1: C1=CC(=CC=C1CCC2=CNC3=C2C(=O)NC(=N3)N)C(=O)NC(CCC(=O)O)C(=O)O. (2) Drug 1: C1CCN(CC1)CCOC2=CC=C(C=C2)C(=O)C3=C(SC4=C3C=CC(=C4)O)C5=CC=C(C=C5)O. Drug 2: C1=C(C(=O)NC(=O)N1)N(CCCl)CCCl. Cell line: UO-31. Synergy scores: CSS=23.6, Synergy_ZIP=-6.21, Synergy_Bliss=-3.54, Synergy_Loewe=-2.10, Synergy_HSA=-1.76. (3) Drug 1: CN(C(=O)NC(C=O)C(C(C(CO)O)O)O)N=O. Drug 2: CC(C)CN1C=NC2=C1C3=CC=CC=C3N=C2N. Cell line: UACC-257. Synergy scores: CSS=0.149, Synergy_ZIP=-0.848, Synergy_Bliss=-2.42, Synergy_Loewe=-2.33, Synergy_HSA=-4.29. (4) Drug 1: CCC1(CC2CC(C3=C(CCN(C2)C1)C4=CC=CC=C4N3)(C5=C(C=C6C(=C5)C78CCN9C7C(C=CC9)(C(C(C8N6C=O)(C(=O)OC)O)OC(=O)C)CC)OC)C(=O)OC)O.OS(=O)(=O)O. Drug 2: CS(=O)(=O)CCNCC1=CC=C(O1)C2=CC3=C(C=C2)N=CN=C3NC4=CC(=C(C=C4)OCC5=CC(=CC=C5)F)Cl. Cell line: SF-539. Synergy scores: CSS=59.7, Synergy_ZIP=9.96, Synergy_Bliss=5.28, Synergy_Loewe=-32.0, Synergy_HSA=7.05. (5) Drug 1: C(=O)(N)NO. Drug 2: N.N.Cl[Pt+2]Cl. Cell line: HS 578T. Synergy scores: CSS=2.93, Synergy_ZIP=-3.41, Synergy_Bliss=-1.65, Synergy_Loewe=-6.60, Synergy_HSA=-2.18. (6) Drug 2: C1=NC2=C(N=C(N=C2N1C3C(C(C(O3)CO)O)F)Cl)N. Cell line: RXF 393. Synergy scores: CSS=-0.564, Synergy_ZIP=1.34, Synergy_Bliss=-0.138, Synergy_Loewe=-1.56, Synergy_HSA=-2.05. Drug 1: CN1C2=C(C=C(C=C2)N(CCCl)CCCl)N=C1CCCC(=O)O.Cl. (7) Drug 1: CN(C)N=NC1=C(NC=N1)C(=O)N. Drug 2: CC1=C(C=C(C=C1)C(=O)NC2=CC(=CC(=C2)C(F)(F)F)N3C=C(N=C3)C)NC4=NC=CC(=N4)C5=CN=CC=C5. Cell line: RPMI-8226. Synergy scores: CSS=10.3, Synergy_ZIP=1.85, Synergy_Bliss=14.4, Synergy_Loewe=7.27, Synergy_HSA=8.24.